From a dataset of Reaction yield outcomes from USPTO patents with 853,638 reactions. Predict the reaction yield, written as a fraction of the theoretical maximum amount of product (1.0 means a 100% yield; for example, 0.34 means a 34% yield). (1) The reactants are [I:1][C:2]1[CH:11]=[C:10]2[C:5]([C:6](=[O:15])[C:7](C(O)=O)=[CH:8][NH:9]2)=[CH:4][C:3]=1[CH3:16].C1C=CC(C2C=CC=CC=2)=CC=1.C1C=CC(OC2C=CC=CC=2)=CC=1. The catalyst is CCCCCCC. The product is [I:1][C:2]1[CH:11]=[C:10]2[C:5]([C:6](=[O:15])[CH:7]=[CH:8][NH:9]2)=[CH:4][C:3]=1[CH3:16]. The yield is 0.910. (2) The reactants are F[C:2]1[CH:7]=[CH:6][C:5]([N+:8]([O-:10])=[O:9])=[CH:4][CH:3]=1.[NH:11]([CH2:15][CH2:16][OH:17])[CH2:12][CH2:13][OH:14]. The catalyst is CO.ClCCl. The product is [OH:14][CH2:13][CH2:12][N:11]([C:2]1[CH:7]=[CH:6][C:5]([N+:8]([O-:10])=[O:9])=[CH:4][CH:3]=1)[CH2:15][CH2:16][OH:17]. The yield is 0.850.